Task: Regression. Given a peptide amino acid sequence and an MHC pseudo amino acid sequence, predict their binding affinity value. This is MHC class II binding data.. Dataset: Peptide-MHC class II binding affinity with 134,281 pairs from IEDB The peptide sequence is SPLTASKLTYENVKM. The MHC is HLA-DPA10103-DPB10401 with pseudo-sequence HLA-DPA10103-DPB10401. The binding affinity (normalized) is 0.313.